Dataset: Full USPTO retrosynthesis dataset with 1.9M reactions from patents (1976-2016). Task: Predict the reactants needed to synthesize the given product. (1) The reactants are: [CH3:1][C:2]1[CH:11]=[CH:10][C:9]([N:12]2[CH2:17][CH2:16][N:15]([CH3:18])[CH2:14][CH2:13]2)=[C:8]2[C:3]=1[CH2:4][CH2:5][C@@H:6]([NH2:19])[CH2:7]2.[Cl:20][C:21]1[C:26]([Cl:27])=[CH:25][CH:24]=[CH:23][C:22]=1[S:28](Cl)(=[O:30])=[O:29].CCN(C(C)C)C(C)C.C(O)C(N)(CO)CO. Given the product [Cl:20][C:21]1[C:26]([Cl:27])=[CH:25][CH:24]=[CH:23][C:22]=1[S:28]([NH:19][C@@H:6]1[CH2:5][CH2:4][C:3]2[C:8](=[C:9]([N:12]3[CH2:13][CH2:14][N:15]([CH3:18])[CH2:16][CH2:17]3)[CH:10]=[CH:11][C:2]=2[CH3:1])[CH2:7]1)(=[O:30])=[O:29], predict the reactants needed to synthesize it. (2) The reactants are: O.O.[Sn](Cl)Cl.[CH3:6][O:7][C:8](=[O:19])[C:9]1[CH:14]=[C:13]([N+:15]([O-])=O)[CH:12]=[CH:11][C:10]=1[Br:18]. Given the product [CH3:6][O:7][C:8](=[O:19])[C:9]1[C:10]([Br:18])=[CH:11][CH:12]=[C:13]([NH2:15])[CH:14]=1, predict the reactants needed to synthesize it. (3) Given the product [Si:23]([O:1][CH2:2][C:3]1[O:7][N:6]=[C:5]([C:8]([O:10][CH2:11][CH3:12])=[O:9])[CH:4]=1)([C:26]([CH3:29])([CH3:28])[CH3:27])([CH3:25])[CH3:24], predict the reactants needed to synthesize it. The reactants are: [OH:1][CH2:2][C:3]1[O:7][N:6]=[C:5]([C:8]([O:10][CH2:11][CH3:12])=[O:9])[CH:4]=1.CN(C)C=O.N1C=CN=C1.[Si:23](Cl)([C:26]([CH3:29])([CH3:28])[CH3:27])([CH3:25])[CH3:24]. (4) Given the product [NH2:1][C:2]1[N:6]([C:7]([CH3:9])([CH3:10])[CH3:8])[N:5]=[C:4]([C:11]2[CH:16]=[CH:15][C:14]([N+:17]([O-:19])=[O:18])=[CH:13][CH:12]=2)[C:3]=1[C:20]([NH2:21])=[O:22], predict the reactants needed to synthesize it. The reactants are: [NH2:1][C:2]1[N:6]([C:7]([CH3:10])([CH3:9])[CH3:8])[N:5]=[C:4]([C:11]2[CH:16]=[CH:15][C:14]([N+:17]([O-:19])=[O:18])=[CH:13][CH:12]=2)[C:3]=1[C:20]#[N:21].[OH:22]O.[OH-].[Na+]. (5) Given the product [Cl:1][C:2]1[CH:16]=[C:15]([C:19]#[N:20])[CH:14]=[C:13]([Cl:18])[C:3]=1[C:4]([NH:6][C:7]1[CH:12]=[CH:11][N:10]=[CH:9][CH:8]=1)=[O:5], predict the reactants needed to synthesize it. The reactants are: [Cl:1][C:2]1[CH:16]=[C:15](I)[CH:14]=[C:13]([Cl:18])[C:3]=1[C:4]([NH:6][C:7]1[CH:12]=[CH:11][N:10]=[CH:9][CH:8]=1)=[O:5].[C:19]([Cu])#[N:20].CC#N. (6) The reactants are: [C:1]1([N:7]([C:14]2[CH:19]=[CH:18][CH:17]=[CH:16][CH:15]=2)[CH:8]2[CH2:13][CH2:12][NH:11][CH2:10][CH2:9]2)[CH:6]=[CH:5][CH:4]=[CH:3][CH:2]=1.[C:20]([O:24][C:25]([N:27]1[CH2:32][CH2:31][C:30](=O)[CH2:29][CH2:28]1)=[O:26])([CH3:23])([CH3:22])[CH3:21].CC(O)=O.[BH-](OC(C)=O)(OC(C)=O)OC(C)=O.[Na+]. Given the product [C:20]([O:24][C:25]([N:27]1[CH2:32][CH2:31][CH:30]([N:11]2[CH2:10][CH2:9][CH:8]([N:7]([C:14]3[CH:19]=[CH:18][CH:17]=[CH:16][CH:15]=3)[C:1]3[CH:6]=[CH:5][CH:4]=[CH:3][CH:2]=3)[CH2:13][CH2:12]2)[CH2:29][CH2:28]1)=[O:26])([CH3:23])([CH3:21])[CH3:22], predict the reactants needed to synthesize it.